From a dataset of Forward reaction prediction with 1.9M reactions from USPTO patents (1976-2016). Predict the product of the given reaction. (1) Given the reactants [F:1][C:2]1[CH:7]=[CH:6][CH:5]=[C:4]([OH:8])[C:3]=1[CH:9]1[N:13]([CH2:14][C:15]2[CH:20]=[CH:19][C:18]([O:21][C:22]([F:25])([F:24])[F:23])=[CH:17][CH:16]=2)[C:12](=[O:26])[CH:11]([OH:27])[CH2:10]1.[F:28][CH2:29][CH2:30]I.C(=O)([O-])[O-].[K+].[K+].C(=O)([O-])[O-].[Cs+].[Cs+], predict the reaction product. The product is: [F:1][C:2]1[CH:7]=[CH:6][CH:5]=[C:4]([O:8][CH2:30][CH2:29][F:28])[C:3]=1[CH:9]1[N:13]([CH2:14][C:15]2[CH:16]=[CH:17][C:18]([O:21][C:22]([F:24])([F:25])[F:23])=[CH:19][CH:20]=2)[C:12](=[O:26])[CH:11]([OH:27])[CH2:10]1. (2) Given the reactants Cl[C:2]1[N:3]=[C:4]([N:22]2[CH2:27][CH2:26][O:25][CH2:24][CH2:23]2)[C:5]2[S:10][C:9]([CH2:11][N:12]3[CH2:17][CH2:16][N:15]([S:18]([CH3:21])(=[O:20])=[O:19])[CH2:14][CH2:13]3)=[CH:8][C:6]=2[N:7]=1.CC1(C)C(C)(C)OB([C:36]2[CH:37]=[CH:38][C:39]([NH:42][C:43](=[O:45])[CH3:44])=[N:40][CH:41]=2)O1, predict the reaction product. The product is: [O:25]1[CH2:26][CH2:27][N:22]([C:4]2[C:5]3[S:10][C:9]([CH2:11][N:12]4[CH2:17][CH2:16][N:15]([S:18]([CH3:21])(=[O:20])=[O:19])[CH2:14][CH2:13]4)=[CH:8][C:6]=3[N:7]=[C:2]([C:36]3[CH:37]=[CH:38][C:39]([NH:42][C:43](=[O:45])[CH3:44])=[N:40][CH:41]=3)[N:3]=2)[CH2:23][CH2:24]1. (3) Given the reactants Br[C:2]1[C:10]2[CH:9]=[CH:8][S:7][C:6]=2[CH:5]=[CH:4][CH:3]=1.[Mg].II.CON(C)[C:17](=[O:21])[CH2:18][CH2:19][CH3:20].Cl, predict the reaction product. The product is: [S:7]1[CH:8]=[CH:9][C:10]2[C:2]([C:17](=[O:21])[CH2:18][CH2:19][CH3:20])=[CH:3][CH:4]=[CH:5][C:6]1=2.